Dataset: Experimentally validated miRNA-target interactions with 360,000+ pairs, plus equal number of negative samples. Task: Binary Classification. Given a miRNA mature sequence and a target amino acid sequence, predict their likelihood of interaction. (1) The miRNA is mmu-miR-320-3p with sequence AAAAGCUGGGUUGAGAGGGCGA. The protein sequence of the target gene is MLSRKKTKNEVSKPAEVQGKYVKKETSPLLRNLMPSFIRHGPTIPRRTDICLPDSSPNAFSTSGDVVSRNQSFLRTPIQRTPHEIMRRESNRLSAPSYLARSLADVPREYGSSQSFVTEVSFAVENGDSGSRYYYSDNFFDGQRKRPLGDRAHEDYRYYEYNHDLFQRMPQNQGRHASGIGRVAATSLGNLTNHGSEDLPLPPGWSVDWTMRGRKYYIDHNTNTTHWSHPLEREGLPPGWERVESSEFGTYYVDHTNKKAQYRHPCAPSVPRYDQPPPVTYQPQQTERNQSLLVPANPYH.... Result: 0 (no interaction). (2) The miRNA is hsa-miR-199a-3p with sequence ACAGUAGUCUGCACAUUGGUUA. The protein sequence of the target gene is MAPQQTGSRKRKASEVEQGAGTSSLPGRAAAAAGTGQADGPLLLAKRPRRPVARRSLVHYLKGRALGADGHPGVAGFEGDLRSYGVLRLPELLRERQLTLGPLNKVFASQWLNARQVVCGTKCNTLFVVDVQTGRITRIPLMRDRGPGQTRAQPTCGIHAIQLNPSKTLLATGGENPNSLAVYQLPTLDPVCLGDRQGHRDWIFAIAWMSDTVAVSGSRDGTVALWRVDSDMFNGSIPWHNNSGIPRYSHIRPRDMEAIPRATTNPGNRKVRALAFSGRNQELGAVSLDGYFHLWKARSS.... Result: 0 (no interaction). (3) The miRNA is mmu-miR-139-5p with sequence UCUACAGUGCACGUGUCUCCAG. The protein sequence of the target gene is MATVDLEKLRMSGAGKAIGVLTSGGDAQGMNAAVRAVTRMGIYVGAKVFLIYEGYEGLVEGGENIKPANWLSVSNIIQLGGTIIGSARCKAFTTREGRLAAAYNLLQHGITNLCVIGGDGSLTGANIFRNEWGSLLEELVKEGKISESTAQNYAHLTIAGLVGSIDNDFCGTDMTIGTDSALHRIMEVIDAITTTAQSHQRTFVLEVMGRHCGYLALVSALASGADWLFIPEAPPEDGWENFMCERLGETRSRGSRLNIIIIAEGAIDRHGKPISSSYVKDLVVQRLGFDTRVTVLGHVQ.... Result: 1 (interaction). (4) The miRNA is hsa-miR-1322 with sequence GAUGAUGCUGCUGAUGCUG. The protein sequence of the target gene is MLRVAWRTLSLIRTRAVTQVLVPGLPGGGSAKFPFNQWGLQPRSLLLQAARGYVVRKPAQSRLDDDPPPSTLLKDYQNVPGIEKVDDVVKRLLSLEMANKKEMLKIKQEQFMKKIVANPEDTRSLEARIIALSVKIRSYEEHLEKHRKDKAHKRYLLMSIDQRKKMLKNLRNTNYDVFEKICWGLGIEYTFPPLYYRRAHRRFVTKKALCIRVFQETQKLKKRRRALKAAAAAQKQAKRRNPDSPAKAIPKTLKDSQ. Result: 0 (no interaction).